From a dataset of Reaction yield outcomes from USPTO patents with 853,638 reactions. Predict the reaction yield, written as a fraction of the theoretical maximum amount of product (1.0 means a 100% yield; for example, 0.34 means a 34% yield). (1) The reactants are Cl.[F:2][C:3]([F:14])([F:13])[C:4]1[CH:12]=[CH:11][C:7]([C:8]([NH2:10])=[NH:9])=[CH:6][CH:5]=1.[CH2:18]1[O:17][C:19](O)([CH2:21]O)[CH2:18][O:17][C:19]1(O)[CH2:21]O. The catalyst is N. The product is [F:2][C:3]([F:13])([F:14])[C:4]1[CH:12]=[CH:11][C:7]([C:8]2[NH:10][CH:21]=[C:19]([CH2:18][OH:17])[N:9]=2)=[CH:6][CH:5]=1. The yield is 0.440. (2) The reactants are [Si]([O:8][C@@H:9]1[C@@:36]2([CH3:37])[C:13](=[CH:14][CH:15]=[C:16]3[C@@H:35]2[CH2:34][CH2:33][C@@:32]2([CH3:38])[C@H:17]3[CH2:18][CH:19]=[C:20]2[C@@H:21]([S:23][CH2:24][CH2:25][CH2:26][CH2:27][C:28]([OH:31])([CH3:30])[CH3:29])[CH3:22])[CH2:12][C@@H:11]([OH:39])[CH2:10]1)(C(C)(C)C)(C)C.[F-].C([N+](CCCC)(CCCC)CCCC)CCC. The yield is 0.550. The product is [OH:8][C@@H:9]1[C@@:36]2([CH3:37])[C:13](=[CH:14][CH:15]=[C:16]3[C@@H:35]2[CH2:34][CH2:33][C@@:32]2([CH3:38])[C@H:17]3[CH2:18][CH:19]=[C:20]2[C@@H:21]([S:23][CH2:24][CH2:25][CH2:26][CH2:27][C:28]([OH:31])([CH3:30])[CH3:29])[CH3:22])[CH2:12][C@@H:11]([OH:39])[CH2:10]1. The catalyst is O1CCCC1. (3) The reactants are [CH2:1]([O:3][C:4]([C:6]1[N:7]([C:29]2[CH:34]=[CH:33][C:32]([O:35][CH:36]3[CH2:40][CH2:39][CH2:38][CH2:37]3)=[CH:31][CH:30]=2)[C:8]2[C:13]([C:14]=1[CH:15]=[CH:16][C:17]#[N:18])=[CH:12][C:11]([C:19]1[CH:24]=[CH:23][C:22]([C:25]([F:28])([F:27])[F:26])=[CH:21][CH:20]=1)=[CH:10][CH:9]=2)=[O:5])[CH3:2]. The catalyst is CO.C1COCC1.[Pd]. The product is [CH2:1]([O:3][C:4]([C:6]1[N:7]([C:29]2[CH:34]=[CH:33][C:32]([O:35][CH:36]3[CH2:37][CH2:38][CH2:39][CH2:40]3)=[CH:31][CH:30]=2)[C:8]2[C:13]([C:14]=1[CH2:15][CH2:16][C:17]#[N:18])=[CH:12][C:11]([C:19]1[CH:24]=[CH:23][C:22]([C:25]([F:28])([F:26])[F:27])=[CH:21][CH:20]=1)=[CH:10][CH:9]=2)=[O:5])[CH3:2]. The yield is 0.840. (4) The reactants are [C:1]([C:3]1[CH:8]=[C:7]([F:9])[C:6]([N+:10]([O-])=O)=[CH:5][C:4]=1[CH2:13][C:14]([O:16][CH2:17][CH3:18])=[O:15])#[N:2]. The catalyst is CO.CCOC(C)=O.[Pd]. The product is [NH2:10][C:6]1[C:7]([F:9])=[CH:8][C:3]([C:1]#[N:2])=[C:4]([CH2:13][C:14]([O:16][CH2:17][CH3:18])=[O:15])[CH:5]=1. The yield is 0.810. (5) The reactants are [O:1]1[CH:5]=[CH:4][CH:3]=[C:2]1[C@@H:6]([N:11]([CH3:19])[C:12](=[O:18])[O:13][C:14]([CH3:17])([CH3:16])[CH3:15])[C@H:7]([CH3:10])[CH2:8][OH:9].C(N(CC)CC)C.[CH3:27][S:28](Cl)(=[O:30])=[O:29]. The catalyst is C(Cl)Cl. The product is [CH3:27][S:28]([O:9][CH2:8][C@@H:7]([CH3:10])[C@H:6]([N:11]([C:12]([O:13][C:14]([CH3:15])([CH3:17])[CH3:16])=[O:18])[CH3:19])[C:2]1[O:1][CH:5]=[CH:4][CH:3]=1)(=[O:30])=[O:29]. The yield is 0.990. (6) The reactants are F[C:2]1[CH:10]=[CH:9][C:8]([S:11]([CH3:14])(=[O:13])=[O:12])=[CH:7][C:3]=1[C:4]([OH:6])=[O:5].C(=O)([O-])[O-].[Cs+].[Cs+].[CH3:21][CH:22]([CH3:25])[CH2:23][SH:24].Cl. The catalyst is CN(C)C=O. The product is [CH2:23]([S:24][C:2]1[CH:10]=[CH:9][C:8]([S:11]([CH3:14])(=[O:13])=[O:12])=[CH:7][C:3]=1[C:4]([OH:6])=[O:5])[CH:22]([CH3:25])[CH3:21]. The yield is 0.990. (7) The reactants are [C:1]([O:4][C@@H:5]1[C@H:9]([CH2:10][CH2:11][CH2:12][CH2:13][CH2:14][CH2:15][C:16]([O:18][CH3:19])=[O:17])[C@@H:8]([CH2:20][CH2:21][C:22](=[O:30])[C:23]([F:29])([F:28])[CH2:24][CH2:25][CH2:26][CH3:27])[C@H:7]([O:31][CH:32]2[CH2:37][CH2:36][CH2:35][CH2:34][O:33]2)[CH2:6]1)(=[O:3])[CH3:2].[BH4-].[Na+].C(O)(=O)C. The catalyst is CO. The product is [C:1]([O:4][C@@H:5]1[C@H:9]([CH2:10][CH2:11][CH2:12][CH2:13][CH2:14][CH2:15][C:16]([O:18][CH3:19])=[O:17])[C@@H:8]([CH2:20][CH2:21][CH:22]([OH:30])[C:23]([F:28])([F:29])[CH2:24][CH2:25][CH2:26][CH3:27])[C@H:7]([O:31][CH:32]2[CH2:37][CH2:36][CH2:35][CH2:34][O:33]2)[CH2:6]1)(=[O:3])[CH3:2]. The yield is 0.991. (8) The reactants are [NH:1]1[C:9]2[C:4](=[N:5][CH:6]=[CH:7][CH:8]=2)[CH:3]=[CH:2]1.[H-].[Na+].[CH2:12](Br)[C:13]1[CH:18]=[CH:17][CH:16]=[CH:15][CH:14]=1. The catalyst is CN(C=O)C. The yield is 0.580. The product is [CH2:12]([N:1]1[C:9]2[C:4](=[N:5][CH:6]=[CH:7][CH:8]=2)[CH:3]=[CH:2]1)[C:13]1[CH:18]=[CH:17][CH:16]=[CH:15][CH:14]=1. (9) The reactants are F[C:2]1[CH:7]=[CH:6][C:5]([C:8]2[O:9][C:10]([C:13]3[C:14]([C:19]4[CH:24]=[CH:23][CH:22]=[CH:21][CH:20]=4)=[N:15][O:16][C:17]=3[CH3:18])=[N:11][N:12]=2)=[C:4]([O:25][CH3:26])[CH:3]=1.Cl.[CH3:28][NH:29][CH3:30].C(N(CC)C(C)C)(C)C. No catalyst specified. The product is [CH3:26][O:25][C:4]1[CH:3]=[C:2]([N:29]([CH3:30])[CH3:28])[CH:7]=[CH:6][C:5]=1[C:8]1[O:9][C:10]([C:13]2[C:14]([C:19]3[CH:24]=[CH:23][CH:22]=[CH:21][CH:20]=3)=[N:15][O:16][C:17]=2[CH3:18])=[N:11][N:12]=1. The yield is 0.0400. (10) The reactants are [NH:1]1[CH2:11][CH2:10][CH:4]([C:5]([O:7][CH2:8][CH3:9])=[O:6])[CH2:3][CH2:2]1.O.[C:13](O[C:13]([O:15][C:16]([CH3:19])([CH3:18])[CH3:17])=[O:14])([O:15][C:16]([CH3:19])([CH3:18])[CH3:17])=[O:14]. The catalyst is C1COCC1.C(OCC)(=O)C. The product is [C:16]([O:15][C:13]([N:1]1[CH2:2][CH2:3][CH:4]([C:5]([O:7][CH2:8][CH3:9])=[O:6])[CH2:10][CH2:11]1)=[O:14])([CH3:19])([CH3:18])[CH3:17]. The yield is 0.980.